From a dataset of Reaction yield outcomes from USPTO patents with 853,638 reactions. Predict the reaction yield, written as a fraction of the theoretical maximum amount of product (1.0 means a 100% yield; for example, 0.34 means a 34% yield). (1) The reactants are [NH2:1][CH:2]([C:20]1[CH:25]=[CH:24][C:23]([F:26])=[CH:22][CH:21]=1)[C:3]1[N:12]=[C:11]([NH:13][C:14]2[CH:18]=[C:17]([CH3:19])[NH:16][N:15]=2)[C:10]2[C:5](=[CH:6][CH:7]=[CH:8][CH:9]=2)[N:4]=1.C[CH2:28][OH:29]. The catalyst is C(OCC)=O. The product is [F:26][C:23]1[CH:22]=[CH:21][C:20]([CH:2]([C:3]2[N:12]=[C:11]([NH:13][C:14]3[CH:18]=[C:17]([CH3:19])[NH:16][N:15]=3)[C:10]3[C:5](=[CH:6][CH:7]=[CH:8][CH:9]=3)[N:4]=2)[NH:1][CH:28]=[O:29])=[CH:25][CH:24]=1. The yield is 0.0800. (2) The reactants are [CH3:1][C:2]1([CH3:22])[O:7][C:6](=[O:8])[NH:5][C:4]2[CH:9]=[CH:10][C:11]([C:13]3[CH:14]=[C:15]([CH:18]=[C:19]([F:21])[CH:20]=3)[C:16]#[N:17])=[CH:12][C:3]1=2.[H-].[Na+].Cl[CH2:26][O:27][CH3:28]. The catalyst is CN(C=O)C. The yield is 0.650. The product is [F:21][C:19]1[CH:18]=[C:15]([CH:14]=[C:13]([C:11]2[CH:10]=[CH:9][C:4]3[N:5]([CH2:26][O:27][CH3:28])[C:6](=[O:8])[O:7][C:2]([CH3:22])([CH3:1])[C:3]=3[CH:12]=2)[CH:20]=1)[C:16]#[N:17].